Task: Predict the reaction yield, written as a fraction of the theoretical maximum amount of product (1.0 means a 100% yield; for example, 0.34 means a 34% yield).. Dataset: Reaction yield outcomes from USPTO patents with 853,638 reactions (1) The yield is 0.520. The product is [CH2:1]([N:8]1[CH:16]=[C:15]2[C:10]([CH:11]=[C:12]([C:17]3[CH:18]=[C:19]([CH:27]4[CH2:31][CH2:30][N:29]([CH2:33][CH2:34][O:35][Si:36]([C:39]([CH3:42])([CH3:41])[CH3:40])([CH3:38])[CH3:37])[CH2:28]4)[N:20]4[C:25]=3[C:24]([NH2:26])=[N:23][CH:22]=[N:21]4)[CH:13]=[CH:14]2)=[N:9]1)[C:2]1[CH:3]=[CH:4][CH:5]=[CH:6][CH:7]=1. No catalyst specified. The reactants are [CH2:1]([N:8]1[CH:16]=[C:15]2[C:10]([CH:11]=[C:12]([C:17]3[CH:18]=[C:19]([CH:27]4[CH2:31][CH2:30][NH:29][CH2:28]4)[N:20]4[C:25]=3[C:24]([NH2:26])=[N:23][CH:22]=[N:21]4)[CH:13]=[CH:14]2)=[N:9]1)[C:2]1[CH:7]=[CH:6][CH:5]=[CH:4][CH:3]=1.Br[CH2:33][CH2:34][O:35][Si:36]([C:39]([CH3:42])([CH3:41])[CH3:40])([CH3:38])[CH3:37]. (2) The reactants are Br[C:2]1[CH:3]=[N:4][CH:5]=[CH:6][C:7]=1[N:8]1[CH2:13][CH2:12][CH:11]([C:14]([NH2:16])=[O:15])[CH2:10][CH2:9]1.[S:17]1[CH:21]=[CH:20][C:19](B(O)O)=[CH:18]1.C(=O)([O-])[O-].[Na+].[Na+]. The catalyst is C1C=CC([P]([Pd]([P](C2C=CC=CC=2)(C2C=CC=CC=2)C2C=CC=CC=2)([P](C2C=CC=CC=2)(C2C=CC=CC=2)C2C=CC=CC=2)[P](C2C=CC=CC=2)(C2C=CC=CC=2)C2C=CC=CC=2)(C2C=CC=CC=2)C2C=CC=CC=2)=CC=1.C(#N)C. The product is [S:17]1[CH:21]=[CH:20][C:19]([C:2]2[CH:3]=[N:4][CH:5]=[CH:6][C:7]=2[N:8]2[CH2:13][CH2:12][CH:11]([C:14]([NH2:16])=[O:15])[CH2:10][CH2:9]2)=[CH:18]1. The yield is 0.760.